This data is from Full USPTO retrosynthesis dataset with 1.9M reactions from patents (1976-2016). The task is: Predict the reactants needed to synthesize the given product. Given the product [F:21][C:22]1[CH:23]=[C:24]([CH:27]=[CH:28][CH:29]=1)[CH2:25][NH:26][C:13](=[O:15])[C:12]1[CH:17]=[CH:18][CH:19]=[CH:20][C:11]=1[S:8]([NH:7][C:3]1[CH:2]=[N:1][CH:6]=[CH:5][CH:4]=1)(=[O:9])=[O:10], predict the reactants needed to synthesize it. The reactants are: [N:1]1[CH:6]=[CH:5][CH:4]=[C:3]([NH:7][S:8]([C:11]2[CH:20]=[CH:19][CH:18]=[CH:17][C:12]=2[C:13]([O:15]C)=O)(=[O:10])=[O:9])[CH:2]=1.[F:21][C:22]1[CH:23]=[C:24]([CH:27]=[CH:28][CH:29]=1)[CH2:25][NH2:26].